Dataset: Full USPTO retrosynthesis dataset with 1.9M reactions from patents (1976-2016). Task: Predict the reactants needed to synthesize the given product. (1) Given the product [C:1]([O:5][C:6](=[O:27])[C:7]([S:10][C:11]1[S:12][CH:13]=[C:14]([CH2:16][CH2:17][N:18]([CH2:35][C:32]2[CH:33]=[CH:34][C:29]([Br:28])=[CH:30][CH:31]=2)[C:19]2[N:20]=[CH:21][C:22]([CH2:25][CH3:26])=[CH:23][N:24]=2)[N:15]=1)([CH3:9])[CH3:8])([CH3:2])([CH3:3])[CH3:4], predict the reactants needed to synthesize it. The reactants are: [C:1]([O:5][C:6](=[O:27])[C:7]([S:10][C:11]1[S:12][CH:13]=[C:14]([CH2:16][CH2:17][NH:18][C:19]2[N:24]=[CH:23][C:22]([CH2:25][CH3:26])=[CH:21][N:20]=2)[N:15]=1)([CH3:9])[CH3:8])([CH3:4])([CH3:3])[CH3:2].[Br:28][C:29]1[CH:34]=[CH:33][C:32]([CH2:35]Br)=[CH:31][CH:30]=1.CC(C)([O-])C.[K+].O. (2) Given the product [Cl:10][C:5]1[N:4]=[C:3]([O:2][CH3:1])[N:8]=[C:7]([N:4]2[CH2:18][CH2:17][CH:7]([C:12]([OH:13])=[O:15])[CH2:6][CH2:5]2)[CH:6]=1, predict the reactants needed to synthesize it. The reactants are: [CH3:1][O:2][CH:3]1[N:8](Cl)[CH:7]=[CH:6][C:5]([Cl:10])=[N:4]1.Cl.[C:12](=[O:15])(O)[O-:13].[Na+].[CH3:17][CH2:18]O.